This data is from HIV replication inhibition screening data with 41,000+ compounds from the AIDS Antiviral Screen. The task is: Binary Classification. Given a drug SMILES string, predict its activity (active/inactive) in a high-throughput screening assay against a specified biological target. (1) The drug is CCOc1ccc(NC(=O)C(CC(=O)c2c[n+]([O-])c3ccccc3[n+]2[O-])=NOCCCc2ccccc2)cc1. The result is 0 (inactive). (2) The compound is C(=Nc1ccc(-c2cc(-c3ccccc3)nc3ccc4ccccc4c23)cc1)c1ccccc1. The result is 0 (inactive). (3) The result is 0 (inactive). The compound is CCOC(=O)C1(C)CCCc2sc(N)c(C#N)c21. (4) The molecule is CC(C)=CCCC(C)CCN(O)CC(CO)OC(CO)n1cc(C)c(=O)[nH]c1=O. The result is 0 (inactive). (5) The drug is CC(C)(CO)NC(=O)c1cccc(C(=O)NC(C)(C)CO)c1Br. The result is 0 (inactive). (6) The compound is Sc1ccc2ccccc2c1CN1CCOCC1. The result is 1 (active). (7) The drug is COC(=O)C1=C(C(=O)OC)C2CCC1CC2=O. The result is 0 (inactive). (8) The compound is CCC(C)C1NC(=O)C(CC(C)C)NC(=O)C(C(C)C)NC(=O)C2CSSCC(NC1=O)C(=O)N2. The result is 0 (inactive). (9) The molecule is CCOC(=O)C(=Cc1cccc(OC)c1)C(=O)OCC. The result is 0 (inactive). (10) The compound is O=C1C=CC(=O)c2c1ccc1c3ccccc3n(Cc3ccccc3)c21. The result is 0 (inactive).